Predict the product of the given reaction. From a dataset of Forward reaction prediction with 1.9M reactions from USPTO patents (1976-2016). (1) Given the reactants [NH2:1][C:2]1[N:3]=[C:4]([NH:18][C:19]2[CH:24]=[CH:23][C:22]([N:25]3[CH2:30][CH2:29][N:28](C(OC(C)(C)C)=O)[CH2:27][CH2:26]3)=[CH:21][CH:20]=2)[S:5][C:6]=1[C:7]([C:9]1[C:14]([Cl:15])=[CH:13][C:12]([Cl:16])=[CH:11][C:10]=1[Cl:17])=[O:8].O.C([O-])(O)=O.[Na+].CO.C(Cl)(Cl)Cl, predict the reaction product. The product is: [NH2:1][C:2]1[N:3]=[C:4]([NH:18][C:19]2[CH:24]=[CH:23][C:22]([N:25]3[CH2:26][CH2:27][NH:28][CH2:29][CH2:30]3)=[CH:21][CH:20]=2)[S:5][C:6]=1[C:7]([C:9]1[C:10]([Cl:17])=[CH:11][C:12]([Cl:16])=[CH:13][C:14]=1[Cl:15])=[O:8]. (2) Given the reactants Cl[C:2]1[C:11]2[C:6](=[CH:7][C:8]([Cl:12])=[CH:9][CH:10]=2)[N:5]=[CH:4][CH:3]=1.Cl.[BH3-]C#N.[Na+], predict the reaction product. The product is: [Cl:12][C:8]1[CH:7]=[C:6]2[C:11]([CH2:2][CH2:3][CH2:4][NH:5]2)=[CH:10][CH:9]=1. (3) Given the reactants [C:1](Cl)(=[O:6])/[C:2](=[CH:4]/[CH3:5])/[CH3:3].[CH3:8][O:9][C:10]1[CH:15]=[CH:14][C:13]([O:16][CH3:17])=[CH:12][CH:11]=1.Cl, predict the reaction product. The product is: [CH3:8][O:9][C:10]1[CH:15]=[CH:14][C:13]([O:16][CH3:17])=[C:12]2[C:11]=1[CH:4]([CH3:5])[CH:2]([CH3:3])[C:1]2=[O:6]. (4) Given the reactants Br[C:2]1[CH:13]=[C:12]([O:14][C@@H:15]([C@H:17]2[CH2:21][NH:20][C:19](=[O:22])[CH2:18]2)[CH3:16])[C:5]2[N:6]([CH:9]3[CH2:11][CH2:10]3)[CH:7]=[N:8][C:4]=2[CH:3]=1.[F:23][C:24]1[CH:29]=[C:28](B2OC(C)(C)C(C)(C)O2)[CH:27]=[CH:26][C:25]=1[N:39]1[CH2:44][CH2:43][N:42]([C:45]([O:47][C:48]([CH3:51])([CH3:50])[CH3:49])=[O:46])[CH2:41][CH2:40]1.C1(N2C3C(O[C@@H]([C@@H]4CC(=O)NC4)C)=NC(C4C=CC(N5CCN(C(OC(C)(C)C)=O)CC5)=C(F)C=4)=CC=3N=C2)CC1, predict the reaction product. The product is: [CH:9]1([N:6]2[C:5]3[C:12]([O:14][C@@H:15]([C@@H:17]4[CH2:18][C:19](=[O:22])[NH:20][CH2:21]4)[CH3:16])=[CH:13][C:2]([C:28]4[CH:27]=[CH:26][C:25]([N:39]5[CH2:44][CH2:43][N:42]([C:45]([O:47][C:48]([CH3:50])([CH3:49])[CH3:51])=[O:46])[CH2:41][CH2:40]5)=[C:24]([F:23])[CH:29]=4)=[CH:3][C:4]=3[N:8]=[CH:7]2)[CH2:11][CH2:10]1. (5) Given the reactants [Cl:1][C:2]1[C:7]([O:8][CH3:9])=[CH:6][C:5]([O:10][CH3:11])=[C:4]([Cl:12])[C:3]=1[C:13]1[C:24](=[O:25])[NH:23][C:16]2[N:17]=[C:18]([S:21][CH3:22])[N:19]=[CH:20][C:15]=2[CH:14]=1.C(=O)([O-])[O-].[K+].[K+].I[CH2:33][CH2:34][C:35]1[CH:40]=[CH:39][C:38]([NH:41][C:42](=[O:48])[O:43][C:44]([CH3:47])([CH3:46])[CH3:45])=[CH:37][CH:36]=1, predict the reaction product. The product is: [Cl:1][C:2]1[C:7]([O:8][CH3:9])=[CH:6][C:5]([O:10][CH3:11])=[C:4]([Cl:12])[C:3]=1[C:13]1[C:24](=[O:25])[N:23]([CH2:33][CH2:34][C:35]2[CH:36]=[CH:37][C:38]([NH:41][C:42](=[O:48])[O:43][C:44]([CH3:47])([CH3:46])[CH3:45])=[CH:39][CH:40]=2)[C:16]2[N:17]=[C:18]([S:21][CH3:22])[N:19]=[CH:20][C:15]=2[CH:14]=1. (6) The product is: [CH2:23]([N:17]1[CH2:16][CH:3]([CH3:4])[CH:2]([C:1]([O:6][CH2:7][C:8]2[CH:9]=[CH:10][CH:11]=[CH:12][CH:13]=2)=[O:5])[CH2:18]1)[C:24]1[CH:25]=[CH:26][CH:27]=[CH:28][CH:29]=1. Given the reactants [C:1]([O:6][CH2:7][C:8]1[CH:13]=[CH:12][CH:11]=[CH:10][CH:9]=1)(=[O:5])/[CH:2]=[CH:3]/[CH3:4].CO[CH2:16][N:17]([CH2:23][C:24]1[CH:29]=[CH:28][CH:27]=[CH:26][CH:25]=1)[CH2:18][Si](C)(C)C, predict the reaction product. (7) Given the reactants Br[C:2]1[CH:7]=[CH:6][N:5]=[C:4]([O:8][C:9]([CH3:12])([CH3:11])[CH3:10])[CH:3]=1.[B:13]1([B:13]2[O:17][C:16]([CH3:19])([CH3:18])[C:15]([CH3:21])([CH3:20])[O:14]2)[O:17][C:16]([CH3:19])([CH3:18])[C:15]([CH3:21])([CH3:20])[O:14]1.C([O-])(=O)C.[K+].O1CCOCC1, predict the reaction product. The product is: [C:9]([O:8][C:4]1[CH:3]=[C:2]([B:13]2[O:17][C:16]([CH3:19])([CH3:18])[C:15]([CH3:21])([CH3:20])[O:14]2)[CH:7]=[CH:6][N:5]=1)([CH3:12])([CH3:11])[CH3:10]. (8) Given the reactants Cl.Cl.[Cl:3][C:4]1[C:5]([N:16]2[CH2:21][CH2:20][NH:19][CH2:18][CH2:17]2)=[N:6][CH:7]=[C:8]([C:10]2[O:14][N:13]=[C:12]([CH3:15])[CH:11]=2)[CH:9]=1.[Cl:22][C:23]1[S:27][C:26]([S:28]([NH:31][C:32](=O)[O:33]CC(Cl)(Cl)Cl)(=[O:30])=[O:29])=[CH:25][CH:24]=1.CCN(C(C)C)C(C)C.CCOC(C)=O, predict the reaction product. The product is: [Cl:3][C:4]1[C:5]([N:16]2[CH2:21][CH2:20][N:19]([C:32]([NH:31][S:28]([C:26]3[S:27][C:23]([Cl:22])=[CH:24][CH:25]=3)(=[O:30])=[O:29])=[O:33])[CH2:18][CH2:17]2)=[N:6][CH:7]=[C:8]([C:10]2[O:14][N:13]=[C:12]([CH3:15])[CH:11]=2)[CH:9]=1. (9) The product is: [CH2:1]([O:8][C@H:9]1[C@H:15]([O:16][CH2:17][C:18]2[CH:19]=[CH:20][CH:21]=[CH:22][CH:23]=2)[C@H:14]([O:24][CH2:25][C:26]2[CH:31]=[CH:30][CH:29]=[CH:28][CH:27]=2)[C@H:13]([CH3:32])[O:12][CH:10]1[OH:11])[C:2]1[CH:3]=[CH:4][CH:5]=[CH:6][CH:7]=1.[N+:33]([C:36]1[CH:37]=[CH:38][C:39]([C:40]([O-:42])=[O:41])=[CH:43][CH:44]=1)([O-:35])=[O:34].[CH2:1]([O:8][C@H:9]1[C@H:15]([O:16][CH2:17][C:18]2[CH:23]=[CH:22][CH:21]=[CH:20][CH:19]=2)[C@H:14]([O:24][CH2:25][C:26]2[CH:31]=[CH:30][CH:29]=[CH:28][CH:27]=2)[C@H:13]([CH3:32])[O:12][C@H:10]1[Br:45])[C:2]1[CH:7]=[CH:6][CH:5]=[CH:4][CH:3]=1. Given the reactants [CH2:1]([O:8][C@H:9]1[C@H:15]([O:16][CH2:17][C:18]2[CH:23]=[CH:22][CH:21]=[CH:20][CH:19]=2)[C@H:14]([O:24][CH2:25][C:26]2[CH:31]=[CH:30][CH:29]=[CH:28][CH:27]=2)[C@H:13]([CH3:32])[O:12][CH:10]1[OH:11])[C:2]1[CH:7]=[CH:6][CH:5]=[CH:4][CH:3]=1.[N+:33]([C:36]1[CH:44]=[CH:43][C:39]([C:40]([O-:42])=[O:41])=[CH:38][CH:37]=1)([O-:35])=[O:34].[BrH:45], predict the reaction product. (10) The product is: [Cl:31][C:30]1[CH:10]=[CH:11][C:12]([C:17]2[CH:22]=[CH:21][CH:20]=[CH:19][CH:18]=2)([C:23]2[CH:24]=[CH:25][CH:26]=[CH:27][CH:28]=2)[CH2:13][C:14]=1[CH:15]=[O:16]. Given the reactants P(Cl)(Cl)(Cl)=O.CN(C=[C:10]1[C:15](=[O:16])[CH:14]=[CH:13][C:12]([C:23]2[CH:28]=[CH:27][CH:26]=[CH:25][CH:24]=2)([C:17]2[CH:22]=[CH:21][CH:20]=[CH:19][CH:18]=2)[CH2:11]1)C.Cl[CH2:30][Cl:31], predict the reaction product.